This data is from Forward reaction prediction with 1.9M reactions from USPTO patents (1976-2016). The task is: Predict the product of the given reaction. (1) Given the reactants [F:1][C:2]1[CH:7]=[CH:6][C:5]([CH:8]2[CH2:13][CH2:12][N:11]([C:14]3[N:19]=[CH:18][N:17]=[C:16]([NH:20][NH:21][C:22](=O)[CH2:23][C:24]([CH3:27])([CH3:26])[CH3:25])[C:15]=3[O:29][CH3:30])[CH2:10][CH2:9]2)=[CH:4][CH:3]=1.P(Cl)(Cl)(Cl)=O, predict the reaction product. The product is: [F:1][C:2]1[CH:7]=[CH:6][C:5]([CH:8]2[CH2:9][CH2:10][N:11]([C:14]3[N:19]=[CH:18][N:17]4[C:22]([CH2:23][C:24]([CH3:26])([CH3:25])[CH3:27])=[N:21][N:20]=[C:16]4[C:15]=3[O:29][CH3:30])[CH2:12][CH2:13]2)=[CH:4][CH:3]=1. (2) Given the reactants [F:1][C:2]1[CH:3]=[C:4]2[CH:10]=[CH:9][NH:8][C:5]2=[N:6][CH:7]=1.ClC1C=C(C=CC=1)C(OO)=[O:16], predict the reaction product. The product is: [F:1][C:2]1[CH:3]=[C:4]2[CH:10]=[CH:9][NH:8][C:5]2=[N+:6]([O-:16])[CH:7]=1. (3) Given the reactants [Cl:1][C:2]1[CH:7]=[C:6]([O:8][CH3:9])[C:5]([Cl:10])=[CH:4][C:3]=1[CH:11](C(OCC)=O)[C:12]([O:14]CC)=[O:13].[OH-].[Na+], predict the reaction product. The product is: [Cl:1][C:2]1[CH:7]=[C:6]([O:8][CH3:9])[C:5]([Cl:10])=[CH:4][C:3]=1[CH2:11][C:12]([OH:14])=[O:13]. (4) Given the reactants [N+:1]([C:4]1[CH:9]=[CH:8][C:7]([N:10]2[CH2:15][CH2:14][NH:13][CH2:12][CH2:11]2)=[CH:6][CH:5]=1)([O-:3])=[O:2].C(N(CC)CC)C.[C:23](OC(=O)C)(=[O:25])[CH3:24].C(=O)(O)[O-].[Na+], predict the reaction product. The product is: [N+:1]([C:4]1[CH:5]=[CH:6][C:7]([N:10]2[CH2:15][CH2:14][N:13]([C:23](=[O:25])[CH3:24])[CH2:12][CH2:11]2)=[CH:8][CH:9]=1)([O-:3])=[O:2]. (5) Given the reactants [Cl:1][C:2]1[CH:3]=[CH:4][CH:5]=[C:6]2[C:10]=1[C:9](=[O:11])[N:8]([C:12]1[CH:13]=[C:14]([CH:32]=[CH:33][CH:34]=1)[C:15](NCCC1CCN(C3C=CN=CC=3)CC1)=[O:16])[CH2:7]2.[C:35]([O:39][C:40]([N:42]1[CH2:47][CH2:46][C:45]2([CH2:52][CH2:51][NH:50][CH2:49][CH2:48]2)[CH2:44][CH2:43]1)=[O:41])([CH3:38])([CH3:37])[CH3:36].ClC1C=CC=C2C=1C(=O)N(C1C=C(C=CC=1)C(O)=O)C2, predict the reaction product. The product is: [C:35]([O:39][C:40]([N:42]1[CH2:47][CH2:46][C:45]2([CH2:52][CH2:51][N:50]([C:15](=[O:16])[C:14]3[CH:32]=[CH:33][CH:34]=[C:12]([N:8]4[CH2:7][C:6]5[C:10](=[C:2]([Cl:1])[CH:3]=[CH:4][CH:5]=5)[C:9]4=[O:11])[CH:13]=3)[CH2:49][CH2:48]2)[CH2:44][CH2:43]1)=[O:41])([CH3:38])([CH3:36])[CH3:37]. (6) Given the reactants [CH3:1][C:2]1[C:10]2[C:5](=[C:6]([NH:11][S:12]([C:15]3[S:16][CH:17]=[CH:18][CH:19]=3)(=[O:14])=[O:13])[CH:7]=[CH:8][CH:9]=2)[NH:4][C:3]=1[C:20]([O:22]CC)=[O:21].[OH-].[Na+].O1CCCC1, predict the reaction product. The product is: [CH3:1][C:2]1[C:10]2[C:5](=[C:6]([NH:11][S:12]([C:15]3[S:16][CH:17]=[CH:18][CH:19]=3)(=[O:14])=[O:13])[CH:7]=[CH:8][CH:9]=2)[NH:4][C:3]=1[C:20]([OH:22])=[O:21].